Dataset: Reaction yield outcomes from USPTO patents with 853,638 reactions. Task: Predict the reaction yield, written as a fraction of the theoretical maximum amount of product (1.0 means a 100% yield; for example, 0.34 means a 34% yield). (1) The reactants are [N:1]12[CH2:8][CH2:7][CH:4]([CH2:5][CH2:6]1)[CH:3]([O:9][C:10](=[O:23])[NH:11][C:12]([C:15]1[CH:20]=[CH:19][C:18]([F:21])=[C:17](Br)[CH:16]=1)([CH3:14])[CH3:13])[CH2:2]2.[N:24]1[CH:29]=[CH:28][C:27](B(O)O)=[CH:26][CH:25]=1. The catalyst is C1C=CC(/C=C/C(/C=C/C2C=CC=CC=2)=O)=CC=1.C1C=CC(/C=C/C(/C=C/C2C=CC=CC=2)=O)=CC=1.C1C=CC(/C=C/C(/C=C/C2C=CC=CC=2)=O)=CC=1.[Pd].[Pd]. The product is [F:21][C:18]1[CH:19]=[CH:20][C:15]([C:12]([NH:11][C:10](=[O:23])[O:9][CH:3]2[CH:4]3[CH2:7][CH2:8][N:1]([CH2:6][CH2:5]3)[CH2:2]2)([CH3:14])[CH3:13])=[CH:16][C:17]=1[C:27]1[CH:28]=[CH:29][N:24]=[CH:25][CH:26]=1. The yield is 0.410. (2) The reactants are [OH:1][CH:2]([C:7]1[N:12]([CH3:13])[C:11](=[O:14])[C:10]2[S:15][C:16]3[CH2:21][CH2:20][CH2:19][CH2:18][C:17]=3[C:9]=2[C:8]=1[C:22]1[C:23]([CH3:32])=[C:24]2[C:29](=[CH:30][CH:31]=1)[O:28][CH2:27][CH2:26][CH2:25]2)[C:3]([O:5][CH3:6])=[O:4].C([O-])(O)=O.[Na+]. The catalyst is C(OC(C)(C)C)(=O)C. The product is [CH3:6][O:5][C:3](=[O:4])[CH:2]([O:1][C:8]([CH3:22])([CH3:9])[CH3:7])[C:7]1[N:12]([CH3:13])[C:11](=[O:14])[C:10]2[S:15][C:16]3[CH2:21][CH2:20][CH2:19][CH2:18][C:17]=3[C:9]=2[C:8]=1[C:22]1[C:23]([CH3:32])=[C:24]2[C:29](=[CH:30][CH:31]=1)[O:28][CH2:27][CH2:26][CH2:25]2. The yield is 0.590. (3) The reactants are [F:1][CH:2]([F:17])[O:3][C:4]1[CH:13]=[C:12]([N+:14]([O-:16])=[O:15])[CH:11]=[CH:10][C:5]=1[O:6][CH2:7][CH2:8][OH:9].N1C=CN=C1.[Si:23](Cl)([C:26]([CH3:29])([CH3:28])[CH3:27])([CH3:25])[CH3:24]. The yield is 0.970. The product is [C:26]([Si:23]([O:9][CH2:8][CH2:7][O:6][C:5]1[CH:10]=[CH:11][C:12]([N+:14]([O-:16])=[O:15])=[CH:13][C:4]=1[O:3][CH:2]([F:17])[F:1])([CH3:25])[CH3:24])([CH3:29])([CH3:28])[CH3:27]. The catalyst is ClCCl. (4) The reactants are [CH2:1]=[O:2].[C:3]([CH2:5][C:6]([O:8][CH3:9])=[O:7])#[N:4].CCN(CC)CC.[O:17]1CCOC[CH2:18]1. No catalyst specified. The product is [C:3]([C:5]([CH2:1][OH:2])([CH2:18][OH:17])[C:6]([O:8][CH3:9])=[O:7])#[N:4]. The yield is 0.720. (5) The reactants are [ClH:1].[OH:2][C:3]([C:35]1[CH:40]=[CH:39][CH:38]=[CH:37][CH:36]=1)([C:29]1[CH:34]=[CH:33][CH:32]=[CH:31][CH:30]=1)[CH:4]1[CH2:9][CH2:8][N:7]([CH2:10][CH2:11][CH2:12][C:13]([C:15]2[CH:20]=[CH:19][C:18]([C:21]([CH3:28])([CH3:27])[C:22]([O:24]CC)=[O:23])=[CH:17][CH:16]=2)=[O:14])[CH2:6][CH2:5]1.[OH-].[Na+].[BH4-].[Na+].Cl. The catalyst is O.CC(C)=O.CO. The product is [OH2:2].[ClH:1].[OH:2][C:3]([C:35]1[CH:36]=[CH:37][CH:38]=[CH:39][CH:40]=1)([C:29]1[CH:30]=[CH:31][CH:32]=[CH:33][CH:34]=1)[CH:4]1[CH2:9][CH2:8][N:7]([CH2:10][CH2:11][CH2:12][CH:13]([C:15]2[CH:20]=[CH:19][C:18]([C:21]([CH3:28])([CH3:27])[C:22]([OH:24])=[O:23])=[CH:17][CH:16]=2)[OH:14])[CH2:6][CH2:5]1. The yield is 0.915. (6) The reactants are [N:1]1C=C[CH:4]=[CH:3][CH:2]=1.[CH:7]([SiH:10]([CH:26]([CH3:28])[CH3:27])[C:11]1[CH:25]=[CH:24][C:14]([C:15]([NH:17][CH2:18][CH2:19][CH2:20][C:21]([OH:23])=[O:22])=[O:16])=[CH:13][CH:12]=1)([CH3:9])[CH3:8].C(CCO)#N.C(N(CC)CC)C. The catalyst is C(Cl)(Cl)Cl.O. The product is [C:2]([CH2:3][CH2:4][O:22][C:21](=[O:23])[CH2:20][CH2:19][CH2:18][NH:17][C:15](=[O:16])[C:14]1[CH:13]=[CH:12][C:11]([SiH:10]([CH:7]([CH3:9])[CH3:8])[CH:26]([CH3:28])[CH3:27])=[CH:25][CH:24]=1)#[N:1]. The yield is 0.790.